This data is from Catalyst prediction with 721,799 reactions and 888 catalyst types from USPTO. The task is: Predict which catalyst facilitates the given reaction. (1) Reactant: [Cl:1][C:2]1[CH:7]=[CH:6][C:5]([C@H:8]2[C@H:13]([OH:14])[C@@H:12]([OH:15])[C@H:11]([OH:16])[C@@H:10]([CH2:17][OH:18])[O:9]2)=[CH:4][C:3]=1[CH2:19][C:20]1[CH:25]=[CH:24][C:23]([OH:26])=[CH:22][CH:21]=1.C([O-])([O-])=O.[Cs+].[Cs+].CC1C=CC=CC=1S(O[CH2:44][C:45]#[C:46][CH:47]1[CH2:49][CH2:48]1)(=O)=O. Product: [Cl:1][C:2]1[CH:7]=[CH:6][C:5]([C@H:8]2[C@H:13]([OH:14])[C@@H:12]([OH:15])[C@H:11]([OH:16])[C@@H:10]([CH2:17][OH:18])[O:9]2)=[CH:4][C:3]=1[CH2:19][C:20]1[CH:21]=[CH:22][C:23]([O:26][CH2:44][C:45]#[C:46][CH:47]2[CH2:49][CH2:48]2)=[CH:24][CH:25]=1. The catalyst class is: 3. (2) Reactant: [CH3:1][C:2]1[CH:3]=[C:4]([C:14](OCC)=[O:15])[N:5]=[N:6][C:7]=1[O:8][CH2:9][C:10]([F:13])([F:12])[F:11].[BH4-].[Li+]. Product: [CH3:1][C:2]1[CH:3]=[C:4]([CH2:14][OH:15])[N:5]=[N:6][C:7]=1[O:8][CH2:9][C:10]([F:12])([F:13])[F:11]. The catalyst class is: 1. (3) Product: [ClH:32].[C:25]([C:22]1[CH:21]=[CH:20][C:19]([CH2:18][NH:17][C:16]([C:13]2[CH2:12][C:11]3([CH2:10][CH2:9][NH:8][CH2:31][CH2:30]3)[O:15][N:14]=2)=[O:29])=[CH:24][CH:23]=1)([CH3:28])([CH3:26])[CH3:27]. The catalyst class is: 5. Reactant: C(OC([N:8]1[CH2:31][CH2:30][C:11]2([O:15][N:14]=[C:13]([C:16](=[O:29])[NH:17][CH2:18][C:19]3[CH:24]=[CH:23][C:22]([C:25]([CH3:28])([CH3:27])[CH3:26])=[CH:21][CH:20]=3)[CH2:12]2)[CH2:10][CH2:9]1)=O)(C)(C)C.[ClH:32]. (4) Reactant: Cl.[Cl:2][CH2:3][CH2:4][NH:5][CH2:6][CH2:7][Cl:8].[CH2:9](Br)[C:10]1[CH:15]=[CH:14][CH:13]=[CH:12][CH:11]=1.C(N(CC)CC)C. Product: [Cl:2][CH2:3][CH2:4][N:5]([CH2:9][C:10]1[CH:15]=[CH:14][CH:13]=[CH:12][CH:11]=1)[CH2:6][CH2:7][Cl:8]. The catalyst class is: 3. (5) Reactant: [CH3:1][O:2][C:3](=[O:18])[C:4](=[C:7]1[C:15]2[C:10](=[CH:11][CH:12]=[C:13]([Cl:16])[CH:14]=2)[NH:9][C:8]1=[O:17])[C:5]#[N:6].[C-:19]#[N:20].[K+].O. Product: [CH3:1][O:2][C:3](=[O:18])[CH:4]([C:7]1([C:19]#[N:20])[C:15]2[C:10](=[CH:11][CH:12]=[C:13]([Cl:16])[CH:14]=2)[NH:9][C:8]1=[O:17])[C:5]#[N:6]. The catalyst class is: 5. (6) Reactant: [F:1][C:2]1[CH:3]=[C:4]([CH:8]2[CH2:12][CH2:11][CH2:10][N:9]2[C:13]2[CH:18]=[CH:17][N:16]3[N:19]=[CH:20][C:21](/[CH:22]=[CH:23]/[C:24]([OH:26])=O)=[C:15]3[N:14]=2)[CH:5]=[N:6][CH:7]=1.[CH2:27]([NH2:29])[CH3:28].CCN(C(C)C)C(C)C.CN(C(ON1N=NC2C=CC=NC1=2)=[N+](C)C)C.F[P-](F)(F)(F)(F)F. Product: [CH2:27]([NH:29][C:24](=[O:26])/[CH:23]=[CH:22]/[C:21]1[CH:20]=[N:19][N:16]2[CH:17]=[CH:18][C:13]([N:9]3[CH2:10][CH2:11][CH2:12][CH:8]3[C:4]3[CH:5]=[N:6][CH:7]=[C:2]([F:1])[CH:3]=3)=[N:14][C:15]=12)[CH3:28]. The catalyst class is: 31. (7) Reactant: [Br:1][C:2]1[CH:3]=[C:4]2[C:9](=[CH:10][CH:11]=1)[C:8](Cl)=[N:7][N:6]=[CH:5]2.[CH2:13]1[CH:22]2[CH:17]([CH2:18][CH2:19][CH2:20][CH2:21]2)[CH2:16][CH2:15][NH:14]1.C(=O)([O-])[O-].[K+].[K+]. Product: [Br:1][C:2]1[CH:3]=[C:4]2[C:9](=[CH:10][CH:11]=1)[C:8]([N:14]1[CH2:15][CH2:16][CH:17]3[CH:22]([CH2:21][CH2:20][CH2:19][CH2:18]3)[CH2:13]1)=[N:7][N:6]=[CH:5]2. The catalyst class is: 10. (8) Reactant: [C:1]([N:4]1[CH2:9][CH2:8][C:7]2[S:10][C:11]([C:13]3[CH:18]=[CH:17][C:16]([O:19]CC4C=CC=CC=4)=[CH:15][CH:14]=3)=[N:12][C:6]=2[CH2:5]1)(=[O:3])[CH3:2].B(Br)(Br)Br.O. Product: [C:1]([N:4]1[CH2:9][CH2:8][C:7]2[S:10][C:11]([C:13]3[CH:18]=[CH:17][C:16]([OH:19])=[CH:15][CH:14]=3)=[N:12][C:6]=2[CH2:5]1)(=[O:3])[CH3:2]. The catalyst class is: 4. (9) Reactant: [NH2:1][C:2]1[N:7]=[C:6]([C:8]2[CH:13]=[C:12]([CH2:14][CH3:15])[C:11](=[O:16])[NH:10][C:9]=2[CH3:17])[CH:5]=[CH:4][CH:3]=1.[C:18]1([S:24](Cl)(=[O:26])=[O:25])[CH:23]=[CH:22][CH:21]=[CH:20][CH:19]=1. Product: [CH2:14]([C:12]1[C:11](=[O:16])[NH:10][C:9]([CH3:17])=[C:8]([C:6]2[CH:5]=[CH:4][CH:3]=[C:2]([NH:1][S:24]([C:18]3[CH:23]=[CH:22][CH:21]=[CH:20][CH:19]=3)(=[O:26])=[O:25])[N:7]=2)[CH:13]=1)[CH3:15]. The catalyst class is: 17.